The task is: Predict the reaction yield, written as a fraction of the theoretical maximum amount of product (1.0 means a 100% yield; for example, 0.34 means a 34% yield).. This data is from Reaction yield outcomes from USPTO patents with 853,638 reactions. The reactants are CO.[OH:3][C:4]1[CH:13]=[CH:12][C:7]([C:8]([O:10][CH3:11])=[O:9])=[CH:6][C:5]=1[CH2:14][OH:15].[CH3:16]C1C=CC(S(O)(=O)=O)=CC=1. The catalyst is CCOC(C)=O. The product is [OH:3][C:4]1[CH:13]=[CH:12][C:7]([C:8]([O:10][CH3:11])=[O:9])=[CH:6][C:5]=1[CH2:14][O:15][CH3:16]. The yield is 0.890.